Dataset: Full USPTO retrosynthesis dataset with 1.9M reactions from patents (1976-2016). Task: Predict the reactants needed to synthesize the given product. Given the product [C:1]([O:5][C:6]([N:7]([CH2:8][CH:9]1[CH2:14][CH2:13][N:12]([C:42]([C:41]2[CH:45]=[CH:46][C:38]([C:36]([O:35][CH3:34])=[O:37])=[CH:39][CH:40]=2)=[O:43])[CH2:11][CH:10]1[C:15]1[CH:16]=[CH:17][CH:18]=[CH:19][CH:20]=1)[C@@H:21]([C:23]1[C:32]2[C:27](=[CH:28][CH:29]=[CH:30][CH:31]=2)[CH:26]=[CH:25][CH:24]=1)[CH3:22])=[O:33])([CH3:2])([CH3:3])[CH3:4], predict the reactants needed to synthesize it. The reactants are: [C:1]([O:5][C:6](=[O:33])[N:7]([C@@H:21]([C:23]1[C:32]2[C:27](=[CH:28][CH:29]=[CH:30][CH:31]=2)[CH:26]=[CH:25][CH:24]=1)[CH3:22])[CH2:8][CH:9]1[CH2:14][CH2:13][NH:12][CH2:11][CH:10]1[C:15]1[CH:20]=[CH:19][CH:18]=[CH:17][CH:16]=1)([CH3:4])([CH3:3])[CH3:2].[CH3:34][O:35][C:36]([C:38]1[CH:46]=[CH:45][C:41]([C:42](O)=[O:43])=[CH:40][CH:39]=1)=[O:37].C1C=CC2N(O)N=NC=2C=1.N=C=N.C(=O)([O-])[O-].[N-]=C=O.